Task: Predict the reactants needed to synthesize the given product.. Dataset: Full USPTO retrosynthesis dataset with 1.9M reactions from patents (1976-2016) (1) Given the product [CH3:1][O:2][C:3](=[O:16])[CH2:4][C:5]1[CH:14]=[CH:13][CH:12]=[C:11]2[C:6]=1[CH:7]=[CH:8][C:9]([O:24][CH2:17][C:18]1[CH:23]=[CH:22][CH:21]=[CH:20][CH:19]=1)=[N:10]2, predict the reactants needed to synthesize it. The reactants are: [CH3:1][O:2][C:3](=[O:16])[CH2:4][C:5]1[CH:14]=[CH:13][CH:12]=[C:11]2[C:6]=1[CH:7]=[CH:8][C:9](Cl)=[N:10]2.[CH2:17]([OH:24])[C:18]1[CH:23]=[CH:22][CH:21]=[CH:20][CH:19]=1.[H-].[Na+].C(O)(=O)CC(CC(O)=O)(C(O)=O)O.[N+](=C)=[N-]. (2) The reactants are: [F:1][C:2]1[CH:7]=[CH:6][CH:5]=[C:4]([F:8])[C:3]=1[C:9]([N:11]1[CH2:16][CH2:15][CH:14]([O:17][C:18]2[CH:23]=[C:22]([N+:24]([O-])=O)[CH:21]=[CH:20][N:19]=2)[CH2:13][CH2:12]1)=[O:10]. Given the product [NH2:24][C:22]1[CH:21]=[CH:20][N:19]=[C:18]([O:17][CH:14]2[CH2:13][CH2:12][N:11]([C:9]([C:3]3[C:2]([F:1])=[CH:7][CH:6]=[CH:5][C:4]=3[F:8])=[O:10])[CH2:16][CH2:15]2)[CH:23]=1, predict the reactants needed to synthesize it.